Dataset: Forward reaction prediction with 1.9M reactions from USPTO patents (1976-2016). Task: Predict the product of the given reaction. Given the reactants [CH2:1]([O:8][C:9]1[C:18](C=O)=[C:17]2[C:12]([C:13](=[O:31])[C:14]([C:24]3[CH:29]=[CH:28][C:27]([Cl:30])=[CH:26][CH:25]=3)=[C:15]([CH:21]([CH3:23])[CH3:22])[O:16]2)=[CH:11][CH:10]=1)[C:2]1[CH:7]=[CH:6][CH:5]=[CH:4][CH:3]=1.ClC1C=CC=C(C(OO)=[O:40])C=1.[OH-].[K+], predict the reaction product. The product is: [CH2:1]([O:8][C:9]1[C:18]([OH:40])=[C:17]2[C:12]([C:13](=[O:31])[C:14]([C:24]3[CH:29]=[CH:28][C:27]([Cl:30])=[CH:26][CH:25]=3)=[C:15]([CH:21]([CH3:22])[CH3:23])[O:16]2)=[CH:11][CH:10]=1)[C:2]1[CH:7]=[CH:6][CH:5]=[CH:4][CH:3]=1.